From a dataset of Catalyst prediction with 721,799 reactions and 888 catalyst types from USPTO. Predict which catalyst facilitates the given reaction. (1) Reactant: [CH2:1]([C@H:8]([NH:40]C(=O)OC(C)(C)C)[C@@H:9]([OH:39])[CH2:10][C@@H:11]([NH:26][C:27](=[O:38])[C@@H:28]([NH:33][C:34]([O:36][CH3:37])=[O:35])[C:29]([CH3:32])([CH3:31])[CH3:30])[CH2:12][C:13]1[CH:18]=[CH:17][C:16]([C:19]2[CH:24]=[CH:23][C:22]([CH3:25])=[CH:21][N:20]=2)=[CH:15][CH:14]=1)[C:2]1[CH:7]=[CH:6][CH:5]=[CH:4][CH:3]=1.FC(F)(F)C(O)=O. Product: [NH2:40][C@@H:8]([CH2:1][C:2]1[CH:3]=[CH:4][CH:5]=[CH:6][CH:7]=1)[C@@H:9]([OH:39])[CH2:10][C@@H:11]([NH:26][C:27]([C@@H:28]([NH:33][C:34](=[O:35])[O:36][CH3:37])[C:29]([CH3:32])([CH3:31])[CH3:30])=[O:38])[CH2:12][C:13]1[CH:18]=[CH:17][C:16]([C:19]2[CH:24]=[CH:23][C:22]([CH3:25])=[CH:21][N:20]=2)=[CH:15][CH:14]=1. The catalyst class is: 4. (2) Reactant: [CH:1](=[N:8][OH:9])[C:2]1[CH:7]=[CH:6][CH:5]=[CH:4][CH:3]=1.ClCCl.ClN1[C:18](=[O:19])[CH2:17][CH2:16]C1=O.C(O)C#C. Product: [C:2]1([C:1]2[CH:16]=[C:17]([CH2:18][OH:19])[O:9][N:8]=2)[CH:7]=[CH:6][CH:5]=[CH:4][CH:3]=1. The catalyst class is: 66.